From a dataset of CYP2C9 inhibition data for predicting drug metabolism from PubChem BioAssay. Regression/Classification. Given a drug SMILES string, predict its absorption, distribution, metabolism, or excretion properties. Task type varies by dataset: regression for continuous measurements (e.g., permeability, clearance, half-life) or binary classification for categorical outcomes (e.g., BBB penetration, CYP inhibition). Dataset: cyp2c9_veith. The compound is COCCn1c(=O)cnc2cnc(Oc3ccccc3)nc21. The result is 0 (non-inhibitor).